Dataset: Catalyst prediction with 721,799 reactions and 888 catalyst types from USPTO. Task: Predict which catalyst facilitates the given reaction. (1) Reactant: [S:1]1[CH:5]=[CH:4][CH:3]=[C:2]1[C@:6]12[CH2:14][NH:13][CH2:12][C@H:11]1[CH2:10][S:9][C:8]([NH:15][C:16](=[O:23])[C:17]1[CH:22]=[CH:21][CH:20]=[CH:19][CH:18]=1)=[N:7]2.CN(C)C(N(C)C)=N.[F:32][C:33]1[CH:34]=[N:35][C:36](Cl)=[N:37][CH:38]=1.O. Product: [F:32][C:33]1[CH:34]=[N:35][C:36]([N:13]2[CH2:12][C@@H:11]3[C@@:6]([C:2]4[S:1][CH:5]=[CH:4][CH:3]=4)([N:7]=[C:8]([NH:15][C:16](=[O:23])[C:17]4[CH:18]=[CH:19][CH:20]=[CH:21][CH:22]=4)[S:9][CH2:10]3)[CH2:14]2)=[N:37][CH:38]=1. The catalyst class is: 16. (2) Reactant: [C:1]([O:5][C:6]([NH:8][CH2:9][CH2:10][NH:11][S:12]([C:15]1[C:20]([Cl:21])=[CH:19][CH:18]=[C:17]([N+:22]([O-])=O)[C:16]=1[OH:25])(=[O:14])=[O:13])=[O:7])([CH3:4])([CH3:3])[CH3:2].[H][H]. Product: [C:1]([O:5][C:6]([NH:8][CH2:9][CH2:10][NH:11][S:12]([C:15]1[C:20]([Cl:21])=[CH:19][CH:18]=[C:17]([NH2:22])[C:16]=1[OH:25])(=[O:14])=[O:13])=[O:7])([CH3:4])([CH3:2])[CH3:3]. The catalyst class is: 45. (3) Reactant: CS(C)=O.C(Cl)(=O)C(Cl)=O.[CH2:11]([O:13][C:14]([CH:16]1[CH2:21][CH:20]([OH:22])[CH2:19][N:18]([C:23](=[O:31])[C:24]2[CH:29]=[CH:28][C:27]([F:30])=[CH:26][CH:25]=2)[CH2:17]1)=[O:15])[CH3:12].C(N(CC)CC)C. Product: [CH2:11]([O:13][C:14]([CH:16]1[CH2:21][C:20](=[O:22])[CH2:19][N:18]([C:23](=[O:31])[C:24]2[CH:25]=[CH:26][C:27]([F:30])=[CH:28][CH:29]=2)[CH2:17]1)=[O:15])[CH3:12]. The catalyst class is: 2. (4) Product: [CH2:1]([N:8]1[CH2:12][C@@H:11]([CH2:13][CH:14]([CH3:15])[CH3:16])[CH2:10][C:9]1=[O:17])[C:2]1[CH:7]=[CH:6][CH:5]=[CH:4][CH:3]=1. Reactant: [CH2:1]([N:8]1[CH2:12][C@@H:11]([CH:13]=[C:14]([CH3:16])[CH3:15])[CH2:10][C:9]1=[O:17])[C:2]1[CH:7]=[CH:6][CH:5]=[CH:4][CH:3]=1. The catalyst class is: 105. (5) Reactant: [Cl:1][C:2]1[CH:3]=[C:4]2[C:13](=[C:14]3[C:19]=1[CH:18]=[CH:17][CH:16]=[N:15]3)[NH:12][S:11](=[O:21])(=[O:20])[C:10]1[C:5]2=[CH:6][C:7](F)=[CH:8][CH:9]=1.C([N:30]1[CH2:34][CH2:33][CH:32]([OH:35])[CH2:31]1)(OC(C)(C)C)=O.[H-].[Na+]. Product: [Cl:1][C:2]1[CH:3]=[C:4]2[C:13](=[C:14]3[C:19]=1[CH:18]=[CH:17][CH:16]=[N:15]3)[NH:12][S:11](=[O:21])(=[O:20])[C:10]1[C:5]2=[CH:6][C:7]([O:35][CH:32]2[CH2:33][CH2:34][NH:30][CH2:31]2)=[CH:8][CH:9]=1. The catalyst class is: 37. (6) Reactant: [CH:1]([OH:4])([CH3:3])[CH3:2].Cl[C:6]([O:8][CH2:9][Cl:10])=[O:7].N1C=CC=CC=1. Product: [C:6](=[O:7])([O:4][CH:1]([CH3:3])[CH3:2])[O:8][CH2:9][Cl:10]. The catalyst class is: 27. (7) Reactant: Cl[CH2:2][C:3]([NH:5][C:6]1[CH:19]=[CH:18][C:9]2[O:10][C:11]3[CH2:17][CH2:16][CH2:15][CH2:14][CH2:13][C:12]=3[C:8]=2[CH:7]=1)=[O:4].[CH2:20]([OH:23])[CH2:21][OH:22].CC(C)([O-])C.[K+]. Product: [OH:22][CH2:21][CH2:20][O:23][CH2:2][C:3]([NH:5][C:6]1[CH:19]=[CH:18][C:9]2[O:10][C:11]3[CH2:17][CH2:16][CH2:15][CH2:14][CH2:13][C:12]=3[C:8]=2[CH:7]=1)=[O:4]. The catalyst class is: 9. (8) Reactant: [CH:1]1[CH:2]=[N:3][C:4]2[C:9]([N:10]=1)=[CH:8][C:7]1[CH:11]3[CH2:16][NH:15][CH2:14][CH:13]([C:6]=1[CH:5]=2)[CH2:12]3.[C:17]([OH:26])(=[O:25])[CH:18]([CH:20]([C:22]([OH:24])=[O:23])[OH:21])[OH:19].[CH3:27][CH:28]([OH:145])[CH2:29][O:30][CH2:31][C@@H:32]1[O:37][CH2:36][C@H:35]2[O:38][C@@H:39]3[C@@H:44]([OH:45])[C@H:43]([OH:46])[C@H:42]([O:47][C@@H:48]4[C@@H:53]([OH:54])[C@H:52]([OH:55])[C@H:51]([O:56][C@@H:57]5[C@@H:62]([OH:63])[C@H:61]([OH:64])[C@H:60]([O:65][C@@H:66]6[C@@H:71]([OH:72])[C@H:70]([OH:73])[C@H:69]([O:74][C@@H:75]7[C@@H:80]([OH:81])[C@H:79]([OH:82])[C@H:78]([O:83][C@@H:84]8[C@@H:89]([OH:90])[C@H:88]([OH:91])[C@H:87]([O:92][C@@H:93]9[C@@H:99]([OH:100])[C@H:98]([OH:101])[C@H:96]([O:97][C@@H:33]1[C@H:34]2[OH:144])[O:95][C@H:94]9[CH2:102][O:103][CH2:104][CH:105]([OH:107])[CH3:106])[O:86][C@H:85]8[CH2:108][O:109][CH2:110][CH:111]([OH:113])[CH3:112])[O:77][C@H:76]7[CH2:114][O:115][CH2:116][CH:117]([OH:119])[CH3:118])[O:68][C@H:67]6[CH2:120][O:121][CH2:122][CH:123]([OH:125])[CH3:124])[O:59][C@H:58]5[CH2:126][O:127][CH2:128][CH:129]([OH:131])[CH3:130])[O:50][C@H:49]4[CH2:132][O:133][CH2:134][CH:135]([OH:137])[CH3:136])[O:41][C@H:40]3[CH2:138][O:139][CH2:140][CH:141]([OH:143])[CH3:142].O. Product: [CH:2]1[CH:1]=[N:10][C:9]2[C:4]([N:3]=1)=[CH:5][C:6]1[CH:13]3[CH2:14][NH:15][CH2:16][CH:11]([C:7]=1[CH:8]=2)[CH2:12]3.[CH:18]([OH:19])([C:17]([OH:26])=[O:25])[CH:20]([OH:21])[C:22]([OH:24])=[O:23].[CH3:27][CH:28]([OH:145])[CH2:29][O:30][CH2:31][C@@H:32]1[O:37][CH2:36][C@H:35]2[O:38][C@@H:39]3[C@@H:44]([OH:45])[C@H:43]([OH:46])[C@H:42]([O:47][C@@H:48]4[C@@H:53]([OH:54])[C@H:52]([OH:55])[C@H:51]([O:56][C@@H:57]5[C@@H:62]([OH:63])[C@H:61]([OH:64])[C@H:60]([O:65][C@@H:66]6[C@@H:71]([OH:72])[C@H:70]([OH:73])[C@H:69]([O:74][C@@H:75]7[C@@H:80]([OH:81])[C@H:79]([OH:82])[C@H:78]([O:83][C@@H:84]8[C@@H:89]([OH:90])[C@H:88]([OH:91])[C@H:87]([O:92][C@@H:93]9[C@@H:99]([OH:100])[C@H:98]([OH:101])[C@H:96]([O:97][C@@H:33]1[C@H:34]2[OH:144])[O:95][C@H:94]9[CH2:102][O:103][CH2:104][CH:105]([OH:107])[CH3:106])[O:86][C@H:85]8[CH2:108][O:109][CH2:110][CH:111]([OH:113])[CH3:112])[O:77][C@H:76]7[CH2:114][O:115][CH2:116][CH:117]([OH:119])[CH3:118])[O:68][C@H:67]6[CH2:120][O:121][CH2:122][CH:123]([OH:125])[CH3:124])[O:59][C@H:58]5[CH2:126][O:127][CH2:128][CH:129]([OH:131])[CH3:130])[O:50][C@H:49]4[CH2:132][O:133][CH2:134][CH:135]([OH:137])[CH3:136])[O:41][C@H:40]3[CH2:138][O:139][CH2:140][CH:141]([OH:143])[CH3:142]. The catalyst class is: 5.